This data is from Forward reaction prediction with 1.9M reactions from USPTO patents (1976-2016). The task is: Predict the product of the given reaction. (1) Given the reactants [CH3:1][O:2][C:3]1[CH:4]=[CH:5][CH:6]=[CH:7][C:8]=1[O:9][CH2:10][CH2:11][NH:12][CH2:13][CH:14]([OH:30])[CH2:15][O:16][C:17]1[CH:18]=[CH:19][CH:20]=[C:21]2[NH:29][C:28]3[CH:27]=[CH:26][CH:25]=[CH:24][C:23]=3[C:22]=12, predict the reaction product. The product is: [CH3:1][O:2][C:3]1[CH:4]=[CH:5][CH:6]=[CH:7][C:8]=1[O:9][CH2:10][CH2:11][NH:12][CH2:13][CH:14]([OH:30])[CH2:15][O:16][C:17]1[CH:18]=[CH:19][CH:20]=[C:21]2[NH:29][C:28]3[CH:27]=[CH:26][CH:25]=[CH:24][C:23]=3[C:22]=12.[CH3:1][O:2][C:3]1[CH:4]=[CH:5][CH:6]=[CH:7][C:8]=1[O:9][CH2:10][CH2:11][NH2:12]. (2) Given the reactants [C:1]1([N:7]2[C:11]3[CH:12]=[CH:13][CH:14]=[CH:15][C:10]=3[NH:9][C:8]2=[O:16])[CH:6]=[CH:5][CH:4]=[CH:3][CH:2]=1.C([O-])([O-])=O.[K+].[K+].[Br:23][C:24]1[CH:31]=[CH:30][CH:29]=[CH:28][C:25]=1[CH2:26]Br, predict the reaction product. The product is: [Br:23][C:24]1[CH:31]=[CH:30][CH:29]=[CH:28][C:25]=1[CH2:26][N:9]1[C:10]2[CH:15]=[CH:14][CH:13]=[CH:12][C:11]=2[N:7]([C:1]2[CH:2]=[CH:3][CH:4]=[CH:5][CH:6]=2)[C:8]1=[O:16]. (3) Given the reactants [CH:1]([N:4]1[CH2:9][CH2:8][N:7]([C:10]([C:12]2[CH:13]=[C:14]3[C:18](=[CH:19][CH:20]=2)[NH:17][C:16]([C:21]([N:23]2[CH2:28][CH2:27][CH:26]([O:29][CH3:30])[CH2:25][CH2:24]2)=[O:22])=[CH:15]3)=[O:11])[CH2:6][CH2:5]1)([CH3:3])[CH3:2].[Cl:31][C:32]1[CH:37]=[C:36](B(O)O)[CH:35]=[CH:34][N:33]=1.N1C=CC=CC=1, predict the reaction product. The product is: [Cl:31][C:32]1[CH:37]=[C:36]([N:17]2[C:18]3[C:14](=[CH:13][C:12]([C:10]([N:7]4[CH2:8][CH2:9][N:4]([CH:1]([CH3:3])[CH3:2])[CH2:5][CH2:6]4)=[O:11])=[CH:20][CH:19]=3)[CH:15]=[C:16]2[C:21]([N:23]2[CH2:28][CH2:27][CH:26]([O:29][CH3:30])[CH2:25][CH2:24]2)=[O:22])[CH:35]=[CH:34][N:33]=1.